From a dataset of Full USPTO retrosynthesis dataset with 1.9M reactions from patents (1976-2016). Predict the reactants needed to synthesize the given product. (1) Given the product [CH2:11]([O:13][C:14]([N:16]1[CH2:17][CH2:18][N:19]([C:22]([CH:24]([NH:34][C:35]([C:37]2[CH:46]=[C:45]([O:47][C:6]3([C:4]([O:3][CH2:1][CH3:2])=[O:5])[CH2:9][CH2:8][CH2:7]3)[C:44]3[C:39](=[CH:40][C:41]([CH3:48])=[CH:42][CH:43]=3)[N:38]=2)=[O:36])[CH2:25][CH2:26][C:27]([O:29][C:30]([CH3:33])([CH3:32])[CH3:31])=[O:28])=[O:23])[CH2:20][CH2:21]1)=[O:15])[CH3:12], predict the reactants needed to synthesize it. The reactants are: [CH2:1]([O:3][C:4]([C:6]1(Br)[CH2:9][CH2:8][CH2:7]1)=[O:5])[CH3:2].[CH2:11]([O:13][C:14]([N:16]1[CH2:21][CH2:20][N:19]([C:22]([CH:24]([NH:34][C:35]([C:37]2[CH:46]=[C:45]([OH:47])[C:44]3[C:39](=[CH:40][CH:41]=[CH:42][CH:43]=3)[N:38]=2)=[O:36])[CH2:25][CH2:26][C:27]([O:29][C:30]([CH3:33])([CH3:32])[CH3:31])=[O:28])=[O:23])[CH2:18][CH2:17]1)=[O:15])[CH3:12].[C:48](=O)([O-])[O-].[Cs+].[Cs+]. (2) Given the product [CH3:1][O:2][C:3]1[CH:12]=[C:11]2[C:6]([C:7](=[O:13])[CH:8]=[CH:9][N:10]2[CH2:21][CH2:22][N:23]2[CH2:28][CH2:27][CH:26]([NH:29][C:30](=[O:31])[O:32][C:33]([CH3:36])([CH3:35])[CH3:34])[CH2:25][CH2:24]2)=[CH:5][CH:4]=1, predict the reactants needed to synthesize it. The reactants are: [CH3:1][O:2][C:3]1[CH:12]=[C:11]2[C:6]([C:7]([OH:13])=[CH:8][CH:9]=[N:10]2)=[CH:5][CH:4]=1.[H-].[Na+].CS(O[CH2:21][CH2:22][N:23]1[CH2:28][CH2:27][CH:26]([NH:29][C:30]([O:32][C:33]([CH3:36])([CH3:35])[CH3:34])=[O:31])[CH2:25][CH2:24]1)(=O)=O.C(#N)C.O. (3) Given the product [CH3:1][N:2]1[C:6]([C:7]2[CH:12]=[CH:11][CH:10]=[CH:9][C:8]=2[CH3:13])=[N:5][N:4]=[C:3]1[C:14]1([NH:19][C:29](=[O:36])[C:30]2[CH:35]=[CH:34][CH:33]=[CH:32][CH:31]=2)[CH2:15][CH2:16][CH2:17][CH2:18]1, predict the reactants needed to synthesize it. The reactants are: [CH3:1][N:2]1[C:6]([C:7]2[CH:12]=[CH:11][CH:10]=[CH:9][C:8]=2[CH3:13])=[N:5][N:4]=[C:3]1[C:14]1([NH2:19])[CH2:18][CH2:17][CH2:16][CH2:15]1.C(N(C(C)C)CC)(C)C.[C:29](Cl)(=[O:36])[C:30]1[CH:35]=[CH:34][CH:33]=[CH:32][CH:31]=1. (4) Given the product [CH:7]([C@H:9]1[CH2:14][CH2:13][C@H:12]([CH2:15][OH:16])[CH2:11][CH2:10]1)=[CH2:8], predict the reactants needed to synthesize it. The reactants are: [H-].[Al+3].[Li+].[H-].[H-].[H-].[CH:7]([C@H:9]1[CH2:14][CH2:13][C@H:12]([C:15](OC)=[O:16])[CH2:11][CH2:10]1)=[CH2:8].O.Cl. (5) Given the product [Cl:59][C:56]1[CH:57]=[CH:58][C:53]([NH:52][C:50]([C:49]2[C:44]([C:42]([NH:41][C:38]3[CH:37]=[CH:36][C:35]([N:31]4[CH2:32][CH2:33][O:34][CH:29]([CH2:28][CH2:27][OH:26])[C:30]4=[O:60])=[CH:40][CH:39]=3)=[O:43])=[N:45][CH:46]=[CH:47][N:48]=2)=[O:51])=[CH:54][CH:55]=1, predict the reactants needed to synthesize it. The reactants are: [F-].C([N+](CCCC)(CCCC)CCCC)CCC.[Si]([O:26][CH2:27][CH2:28][CH:29]1[O:34][CH2:33][CH2:32][N:31]([C:35]2[CH:40]=[CH:39][C:38]([NH:41][C:42]([C:44]3[C:49]([C:50]([NH:52][C:53]4[CH:58]=[CH:57][C:56]([Cl:59])=[CH:55][CH:54]=4)=[O:51])=[N:48][CH:47]=[CH:46][N:45]=3)=[O:43])=[CH:37][CH:36]=2)[C:30]1=[O:60])(C(C)(C)C)(C)C. (6) Given the product [Cl:7][C:8]1[N:13]=[CH:12][N:11]=[C:10]([O:14][C:15]2[CH:16]=[C:17]3[C:22](=[CH:23][CH:24]=2)[C:1]([C:2]([Cl:4])=[O:3])=[CH:20][CH:19]=[CH:18]3)[CH:9]=1, predict the reactants needed to synthesize it. The reactants are: [C:1](Cl)(=O)[C:2]([Cl:4])=[O:3].[Cl:7][C:8]1[N:13]=[CH:12][N:11]=[C:10]([O:14][C:15]2[CH:16]=[C:17]3[C:22](=[CH:23][CH:24]=2)C(C(O)=O)=[CH:20][CH:19]=[CH:18]3)[CH:9]=1.CN(C=O)C. (7) Given the product [C:25]1([C:20]2[CH:21]=[CH:22][CH:23]=[CH:24][C:19]=2[NH:18][C:4]2[C:5](=[O:17])[C:6](=[O:16])[C:7]=2[NH:8][C:9]2[CH:14]=[CH:13][CH:12]=[CH:11][C:10]=2[OH:15])[CH:26]=[CH:27][CH:28]=[CH:29][CH:30]=1, predict the reactants needed to synthesize it. The reactants are: C(O[C:4]1[C:5](=[O:17])[C:6](=[O:16])[C:7]=1[NH:8][C:9]1[CH:14]=[CH:13][CH:12]=[CH:11][C:10]=1[OH:15])C.[NH2:18][C:19]1[CH:24]=[CH:23][CH:22]=[CH:21][C:20]=1[C:25]1[CH:30]=[CH:29][CH:28]=[CH:27][CH:26]=1.